This data is from Catalyst prediction with 721,799 reactions and 888 catalyst types from USPTO. The task is: Predict which catalyst facilitates the given reaction. Reactant: ClC1C=C(C=CC=1[C:11]1[CH:20]=[CH:19][C:18]2[C:13](=[CH:14][CH:15]=[C:16](O)[CH:17]=2)[N:12]=1)C(O)=O.[CH3:22][O:23][C:24]([C:26]1[CH:31]=[CH:30][C:29](B(O)O)=[CH:28][CH:27]=1)=[O:25].[C:35]([O-:38])([O-])=O.[K+].[K+].Cl.C[N:43](C=O)C. Product: [NH2:43][C:19]1[C:18]2[C:13](=[CH:14][CH:15]=[C:16]([O:38][CH3:35])[CH:17]=2)[N:12]=[C:11]([C:29]2[CH:30]=[CH:31][C:26]([C:24]([O:23][CH3:22])=[O:25])=[CH:27][CH:28]=2)[CH:20]=1. The catalyst class is: 587.